From a dataset of Reaction yield outcomes from USPTO patents with 853,638 reactions. Predict the reaction yield, written as a fraction of the theoretical maximum amount of product (1.0 means a 100% yield; for example, 0.34 means a 34% yield). (1) No catalyst specified. The reactants are [F:1][C:2]1[CH:3]=[C:4]([CH:8]=[CH:9][C:10]=1[CH3:11])[C:5]([OH:7])=[O:6].S(=O)(=O)(O)O.O.C(=O)([O-])O.[Na+].[CH2:23](O)[CH3:24]. The product is [F:1][C:2]1[CH:3]=[C:4]([CH:8]=[CH:9][C:10]=1[CH3:11])[C:5]([O:7][CH2:23][CH3:24])=[O:6]. The yield is 0.944. (2) The reactants are C[Si](C)(C)[C:3]1[S:4][C:5]([Sn](C)(C)C)=[CH:6][N:7]=1.I[C:15]1[CH:20]=[CH:19][C:18]([Br:21])=[CH:17][N:16]=1. The catalyst is C1(C)C=CC=CC=1.C1C=CC([P]([Pd]([P](C2C=CC=CC=2)(C2C=CC=CC=2)C2C=CC=CC=2)([P](C2C=CC=CC=2)(C2C=CC=CC=2)C2C=CC=CC=2)[P](C2C=CC=CC=2)(C2C=CC=CC=2)C2C=CC=CC=2)(C2C=CC=CC=2)C2C=CC=CC=2)=CC=1. The product is [Br:21][C:18]1[CH:19]=[CH:20][C:15]([C:5]2[S:4][CH:3]=[N:7][CH:6]=2)=[N:16][CH:17]=1. The yield is 0.700. (3) The reactants are [CH3:1][C@:2]12[CH2:19][CH2:18][C@H:17]3[C@@H:7]([CH2:8][CH:9]=[C:10]4[C@:15]3([CH3:16])[C@H:14]([OH:20])[CH2:13][C@H:12]([OH:21])[CH2:11]4)[C@@H:6]1[CH2:5][CH2:4][CH2:3]2.[C:22](OC(=O)C)(=[O:24])[CH3:23].N1[CH:34]=[CH:33]C=CC=1.[OH2:35]. No catalyst specified. The product is [C:22]([O:21][C@H:12]1[CH2:13][C@@H:14]([O:20][C:33](=[O:35])[CH3:34])[C@@:15]2([CH3:16])[C:10](=[CH:9][CH2:8][C@@H:7]3[C@@H:17]2[CH2:18][CH2:19][C@@:2]2([CH3:1])[C@H:6]3[CH2:5][CH2:4][CH2:3]2)[CH2:11]1)(=[O:24])[CH3:23]. The yield is 0.813.